From a dataset of Peptide-MHC class II binding affinity with 134,281 pairs from IEDB. Regression. Given a peptide amino acid sequence and an MHC pseudo amino acid sequence, predict their binding affinity value. This is MHC class II binding data. (1) The peptide sequence is TIIKALGALDSPREI. The MHC is DRB1_0404 with pseudo-sequence DRB1_0404. The binding affinity (normalized) is 0.996. (2) The peptide sequence is KHLAVLVKYEGDTMA. The MHC is DRB1_0901 with pseudo-sequence DRB1_0901. The binding affinity (normalized) is 0.129. (3) The peptide sequence is GAGGGMQRFAPLNSW. The MHC is DRB1_1101 with pseudo-sequence DRB1_1101. The binding affinity (normalized) is 0.0737. (4) The peptide sequence is NVLILLECFVRSSPA. The MHC is DRB1_0101 with pseudo-sequence DRB1_0101. The binding affinity (normalized) is 0.0405.